From a dataset of Full USPTO retrosynthesis dataset with 1.9M reactions from patents (1976-2016). Predict the reactants needed to synthesize the given product. (1) The reactants are: [NH2:1][C:2]1[CH:7]=[CH:6][C:5]([Cl:8])=[CH:4][C:3]=1[C:9]([C:11]1[CH:16]=[CH:15][CH:14]=[CH:13][CH:12]=1)=[O:10].C(=O)([O-])[O-].[Cs+].[Cs+].[CH2:23](Br)[C:24]1[CH:29]=[CH:28][CH:27]=[CH:26][CH:25]=1. Given the product [CH2:23]([NH:1][C:2]1[CH:7]=[CH:6][C:5]([Cl:8])=[CH:4][C:3]=1[C:9]([C:11]1[CH:12]=[CH:13][CH:14]=[CH:15][CH:16]=1)=[O:10])[C:24]1[CH:29]=[CH:28][CH:27]=[CH:26][CH:25]=1, predict the reactants needed to synthesize it. (2) Given the product [NH2:10][C:9]1[CH:8]=[CH:7][C:6]([CH:13]([C:15]2[CH:20]=[CH:19][CH:18]=[CH:17][N:16]=2)[OH:14])=[CH:5][C:4]=1[O:3][CH2:1][CH3:2], predict the reactants needed to synthesize it. The reactants are: [CH2:1]([O:3][C:4]1[CH:5]=[C:6]([CH:13]([C:15]2[CH:20]=[CH:19][CH:18]=[CH:17][N:16]=2)[OH:14])[CH:7]=[CH:8][C:9]=1[N+:10]([O-])=O)[CH3:2].C(OCC)(=O)C.C(O)C. (3) The reactants are: [C:1]([N:4]1[C:13]2[C:8](=[CH:9][C:10]([C:14]([OH:16])=O)=[CH:11][CH:12]=2)[C@H:7]([NH:17][C:18]2[CH:23]=[CH:22][CH:21]=[C:20]([CH3:24])[N:19]=2)[C@@H:6]([CH3:25])[C@@H:5]1[CH:26]1[CH2:28][CH2:27]1)(=[O:3])[CH3:2].CN(C(ON1N=NC2C=CC=NC1=2)=[N+](C)C)C.F[P-](F)(F)(F)(F)F.Cl.[NH2:54][CH:55]1[CH2:60][CH2:59][S:58](=[O:62])(=[O:61])[CH2:57][CH2:56]1.CCN(C(C)C)C(C)C. Given the product [C:1]([N:4]1[C:13]2[C:8](=[CH:9][C:10]([C:14]([NH:54][CH:55]3[CH2:60][CH2:59][S:58](=[O:62])(=[O:61])[CH2:57][CH2:56]3)=[O:16])=[CH:11][CH:12]=2)[C@H:7]([NH:17][C:18]2[CH:23]=[CH:22][CH:21]=[C:20]([CH3:24])[N:19]=2)[C@@H:6]([CH3:25])[C@@H:5]1[CH:26]1[CH2:27][CH2:28]1)(=[O:3])[CH3:2], predict the reactants needed to synthesize it. (4) Given the product [CH3:54][O:53][CH2:52][CH2:51][O:50][C:48](=[O:49])[NH:4][C:5]1[CH:6]=[CH:7][C:8]([C:11]2[NH:12][C:13]([C@H:16]3[N:24]4[C:19](=[CH:20][C:21]([C:26]5[CH:31]=[C:30]([Cl:32])[CH:29]=[CH:28][C:27]=5[N:33]5[CH:37]=[N:36][N:35]=[N:34]5)=[CH:22][C:23]4=[O:25])[CH2:18][CH2:17]3)=[CH:14][N:15]=2)=[CH:9][CH:10]=1, predict the reactants needed to synthesize it. The reactants are: ClCCl.[NH2:4][C:5]1[CH:10]=[CH:9][C:8]([C:11]2[NH:12][C:13]([C@H:16]3[N:24]4[C:19](=[CH:20][C:21]([C:26]5[CH:31]=[C:30]([Cl:32])[CH:29]=[CH:28][C:27]=5[N:33]5[CH:37]=[N:36][N:35]=[N:34]5)=[CH:22][C:23]4=[O:25])[CH2:18][CH2:17]3)=[CH:14][N:15]=2)=[CH:7][CH:6]=1.C(N(CC)C(C)C)(C)C.Cl[C:48]([O:50][CH2:51][CH2:52][O:53][CH3:54])=[O:49]. (5) Given the product [O:21]=[C:17]([CH3:16])[CH2:18][C:19]([O:13][CH:9]1[C:10]([CH3:12])([CH3:11])[CH:7]([O:6][C:1](=[O:5])[C:2]([CH3:4])=[CH2:3])[C:8]1([CH3:15])[CH3:14])=[O:20], predict the reactants needed to synthesize it. The reactants are: [C:1]([O:6][CH:7]1[C:10]([CH3:12])([CH3:11])[CH:9]([OH:13])[C:8]1([CH3:15])[CH3:14])(=[O:5])[C:2]([CH3:4])=[CH2:3].[CH2:16]=[C:17]1[O:21][C:19](=[O:20])[CH2:18]1. (6) Given the product [Cl:9][C:4]1[CH:5]=[CH:6][CH:7]=[CH:8][C:3]=1[CH2:2][N:18]([C@H:19]1[CH2:23][CH2:22][NH:21][CH2:20]1)[C:15]1[CH:16]=[CH:17][C:12]([C:10]#[N:11])=[C:13]([C:42]([F:43])([F:44])[F:45])[CH:14]=1, predict the reactants needed to synthesize it. The reactants are: Br[CH2:2][C:3]1[CH:8]=[CH:7][CH:6]=[CH:5][C:4]=1[Cl:9].[C:10]([C:12]1[CH:17]=[CH:16][C:15]([N:18](CC2C=CC=CC=2C(F)(F)F)[C@H:19]2[CH2:23][CH2:22][N:21](C(OC(C)(C)C)=O)[CH2:20]2)=[CH:14][C:13]=1[C:42]([F:45])([F:44])[F:43])#[N:11]. (7) Given the product [C:1]([C:5]1[C:6]([OH:13])=[C:7]([CH:10]=[C:11]([N+:14]([O-:16])=[O:15])[CH:12]=1)[CH:8]=[O:9])([CH3:4])([CH3:2])[CH3:3], predict the reactants needed to synthesize it. The reactants are: [C:1]([C:5]1[C:6]([OH:13])=[C:7]([CH:10]=[CH:11][CH:12]=1)[CH:8]=[O:9])([CH3:4])([CH3:3])[CH3:2].[N+:14]([O-])([OH:16])=[O:15].